From a dataset of Reaction yield outcomes from USPTO patents with 853,638 reactions. Predict the reaction yield, written as a fraction of the theoretical maximum amount of product (1.0 means a 100% yield; for example, 0.34 means a 34% yield). (1) The reactants are CN(C)[CH:3]=[O:4].[C:6]([O:10][C:11]([NH:13][C:14]1[S:15][C:16]([Cl:70])=[C:17]([C:19](=[N:49][O:50][C:51]([C:64]2[CH:69]=[CH:68][CH:67]=[CH:66][CH:65]=2)([C:58]2[CH:63]=[CH:62][CH:61]=[CH:60][CH:59]=2)[C:52]2[CH:57]=[CH:56][CH:55]=[CH:54][CH:53]=2)[C:20]([NH:22][C@@H:23]2[C:30](=[O:31])[N:29]3[C@@H:24]2[S:25][CH2:26][C:27]([CH3:48])=[C:28]3[C:32]([O:34][CH:35]([C:42]2[CH:47]=[CH:46][CH:45]=[CH:44][CH:43]=2)[C:36]2[CH:41]=[CH:40][CH:39]=[CH:38][CH:37]=2)=[O:33])=[O:21])[N:18]=1)=[O:12])([CH3:9])([CH3:8])[CH3:7].C(OC(N(C)C)N(C)C)(C)(C)C. The catalyst is C(OCC)(=O)C. The product is [C:6]([O:10][C:11]([NH:13][C:14]1[S:15][C:16]([Cl:70])=[C:17]([C:19](=[N:49][O:50][C:51]([C:64]2[CH:69]=[CH:68][CH:67]=[CH:66][CH:65]=2)([C:52]2[CH:53]=[CH:54][CH:55]=[CH:56][CH:57]=2)[C:58]2[CH:63]=[CH:62][CH:61]=[CH:60][CH:59]=2)[C:20]([NH:22][C@@H:23]2[C:30](=[O:31])[N:29]3[C@@H:24]2[S:25][CH2:26][C:27]([CH2:48][CH:3]=[O:4])=[C:28]3[C:32]([O:34][CH:35]([C:42]2[CH:43]=[CH:44][CH:45]=[CH:46][CH:47]=2)[C:36]2[CH:41]=[CH:40][CH:39]=[CH:38][CH:37]=2)=[O:33])=[O:21])[N:18]=1)=[O:12])([CH3:7])([CH3:8])[CH3:9]. The yield is 0.921. (2) The reactants are Br[C:2]1[C:3]([CH3:16])=[C:4]([C:10]2[CH:15]=[CH:14][CH:13]=[CH:12][CH:11]=2)[C:5]([CH3:9])=[CH:6][C:7]=1[CH3:8].[Li+].[Br-].Cl[P:20]([C:27]1[CH:32]=[CH:31][CH:30]=[CH:29][CH:28]=1)[C:21]1[CH:26]=[CH:25][CH:24]=[CH:23][CH:22]=1.[NH4+].[OH-]. The catalyst is [AlH](CC(C)C)CC(C)C.C(OCC)(=O)C.Cl[Cu].C1COCC1. The product is [C:21]1([P:20]([C:27]2[CH:32]=[CH:31][CH:30]=[CH:29][CH:28]=2)[C:11]2[CH:12]=[CH:13][CH:14]=[CH:15][C:10]=2[C:4]2[C:5]([CH3:9])=[CH:6][C:7]([CH3:8])=[C:2]([C:2]3[CH:3]=[CH:4][CH:5]=[CH:6][CH:7]=3)[C:3]=2[CH3:16])[CH:26]=[CH:25][CH:24]=[CH:23][CH:22]=1. The yield is 0.610.